This data is from Catalyst prediction with 721,799 reactions and 888 catalyst types from USPTO. The task is: Predict which catalyst facilitates the given reaction. Product: [OH:51][CH2:50][CH2:49][O:48][CH2:47][CH2:46][O:45][CH2:44][CH2:43][O:42][C:41]1[CH:40]=[C:39]([NH:38][C:2]2[N:7]=[C:6]([O:8][C:9]3[C:18]4[C:13](=[CH:14][CH:15]=[CH:16][CH:17]=4)[C:12]([NH:19][C:20]([NH:22][C:23]4[N:27]([C:28]5[CH:29]=[CH:30][C:31]([CH3:34])=[CH:32][CH:33]=5)[N:26]=[C:25]([CH:35]([CH3:36])[CH3:37])[CH:24]=4)=[O:21])=[CH:11][CH:10]=3)[CH:5]=[CH:4][N:3]=2)[CH:54]=[CH:53][CH:52]=1. Reactant: Cl[C:2]1[N:7]=[C:6]([O:8][C:9]2[C:18]3[C:13](=[CH:14][CH:15]=[CH:16][CH:17]=3)[C:12]([NH:19][C:20]([NH:22][C:23]3[N:27]([C:28]4[CH:33]=[CH:32][C:31]([CH3:34])=[CH:30][CH:29]=4)[N:26]=[C:25]([CH:35]([CH3:37])[CH3:36])[CH:24]=3)=[O:21])=[CH:11][CH:10]=2)[CH:5]=[CH:4][N:3]=1.[NH2:38][C:39]1[CH:40]=[C:41]([CH:52]=[CH:53][CH:54]=1)[O:42][CH2:43][CH2:44][O:45][CH2:46][CH2:47][O:48][CH2:49][CH2:50][OH:51].C([O-])(O)=O.[Na+]. The catalyst class is: 3.